This data is from Reaction yield outcomes from USPTO patents with 853,638 reactions. The task is: Predict the reaction yield, written as a fraction of the theoretical maximum amount of product (1.0 means a 100% yield; for example, 0.34 means a 34% yield). (1) The reactants are [CH3:1][C:2]([C:9]1[CH:14]=[CH:13][C:12]([Br:15])=[CH:11][CH:10]=1)([CH3:8])[C:3](=O)[C:4]([OH:6])=[O:5].[NH3:16].CO. The catalyst is O1CCCC1. The product is [Br:15][C:12]1[CH:13]=[CH:14][C:9]([C:2]([CH3:8])([CH3:1])[C@@H:3]([C:4]([OH:6])=[O:5])[NH2:16])=[CH:10][CH:11]=1. The yield is 0.350. (2) The reactants are CC(OC(/N=N/C(OC(C)C)=O)=O)C.[N:15]1([C:22]2[C:31]3[C:26](=[CH:27][C:28]([CH2:33][OH:34])=[C:29]([CH3:32])[CH:30]=3)[N:25]=[C:24]([Cl:35])[CH:23]=2)[CH2:21][CH2:20][CH2:19][CH2:18][CH2:17][CH2:16]1.[F:36][C:37]([F:46])([F:45])[C:38]1[CH:39]=[C:40](O)[CH:41]=[CH:42][CH:43]=1.C1(P(C2C=CC=CC=2)C2C=CC=CC=2)C=CC=CC=1. The catalyst is ClCCl.C(OCC)(=O)C. The product is [N:15]1([C:22]2[C:31]3[C:26](=[CH:27][C:28]([CH2:33][O:34][C:42]4[CH:41]=[CH:40][CH:39]=[C:38]([C:37]([F:46])([F:45])[F:36])[CH:43]=4)=[C:29]([CH3:32])[CH:30]=3)[N:25]=[C:24]([Cl:35])[CH:23]=2)[CH2:21][CH2:20][CH2:19][CH2:18][CH2:17][CH2:16]1. The yield is 0.800.